Dataset: Forward reaction prediction with 1.9M reactions from USPTO patents (1976-2016). Task: Predict the product of the given reaction. (1) Given the reactants [N:1]1([C:7]([C@@H:9]2[CH2:14][CH2:13][CH2:12][NH:11][CH2:10]2)=[O:8])[CH2:6][CH2:5][O:4][CH2:3][CH2:2]1.O=[C:16]1[CH2:21][CH2:20][N:19]([C:22]([O:24][C:25]([CH3:28])([CH3:27])[CH3:26])=[O:23])[CH2:18][CH2:17]1, predict the reaction product. The product is: [C:25]([O:24][C:22]([N:19]1[CH2:20][CH2:21][CH:16]([N:11]2[CH2:12][CH2:13][CH2:14][C@@H:9]([C:7]([N:1]3[CH2:6][CH2:5][O:4][CH2:3][CH2:2]3)=[O:8])[CH2:10]2)[CH2:17][CH2:18]1)=[O:23])([CH3:28])([CH3:26])[CH3:27]. (2) Given the reactants [CH2:1]([O:3][C:4](=[O:15])[CH:5]([OH:14])[CH2:6][CH2:7][C:8]1[CH:13]=[CH:12][CH:11]=[CH:10][CH:9]=1)[CH3:2].C(N(CC)CC)C.[O:23](S(C)(=O)=O)[S:24]([CH3:27])(=O)=[O:25], predict the reaction product. The product is: [CH2:1]([O:3][C:4](=[O:15])[CH:5]([O:14][S:24]([CH3:27])(=[O:25])=[O:23])[CH2:6][CH2:7][C:8]1[CH:13]=[CH:12][CH:11]=[CH:10][CH:9]=1)[CH3:2]. (3) Given the reactants C(Cl)=C.C(OO[C:10](=[O:20])[CH2:11][CH2:12][CH2:13]CCC(C)(C)C)(C)(C)C.C[CH:22](CC(C)(C)C)[CH2:23][C:24](OO[C:24](=[O:25])[CH2:23][CH:22](C)CC(C)(C)C)=[O:25], predict the reaction product. The product is: [C:24]([O:20][CH2:10][CH2:11][CH2:12][CH3:13])(=[O:25])[CH:23]=[CH2:22]. (4) Given the reactants [CH2:1]([O:8][C:9]1[C:10]([N+:16]([O-])=O)=[C:11]([OH:15])[CH:12]=[CH:13][CH:14]=1)[C:2]1[CH:7]=[CH:6][CH:5]=[CH:4][CH:3]=1, predict the reaction product. The product is: [NH2:16][C:10]1[C:9]([O:8][CH2:1][C:2]2[CH:3]=[CH:4][CH:5]=[CH:6][CH:7]=2)=[CH:14][CH:13]=[CH:12][C:11]=1[OH:15]. (5) The product is: [CH2:1]([C@H:8]1[C@@H:12]([C@H:13]2[CH2:17][C@@H:16]([OH:18])[CH2:15][N:14]2[C:26]([O:28][C:29]([CH3:31])([CH3:30])[CH3:32])=[O:27])[O:11][C:10](=[O:33])[NH:9]1)[C:2]1[CH:7]=[CH:6][CH:5]=[CH:4][CH:3]=1. Given the reactants [CH2:1]([C@H:8]1[C@@H:12]([C@H:13]2[CH2:17][C@@H:16]([O:18]CC3C=CC=CC=3)[CH2:15][N:14]2[C:26]([O:28][C:29]([CH3:32])([CH3:31])[CH3:30])=[O:27])[O:11][C:10](=[O:33])[NH:9]1)[C:2]1[CH:7]=[CH:6][CH:5]=[CH:4][CH:3]=1, predict the reaction product. (6) Given the reactants [N:1]1(O)C2C=CC=CC=2N=N1.F[P-](F)(F)(F)(F)F.N1(O[P+](N(C)C)(N(C)C)N(C)C)C2C=CC=CC=2N=N1.C(N(C(C)C)CC)(C)C.[Cl-].[NH4+].[C:49]([C:53]1[CH:58]=[CH:57][C:56]([C:59]2[N:60]([CH3:91])[C:61]([S:64][C:65]3[CH:82]=[CH:81][C:68]([CH2:69][NH:70][C:71]4[CH:76]=[CH:75][C:74]([CH2:77][C:78](O)=[O:79])=[CH:73][CH:72]=4)=[C:67]([O:83][CH2:84][CH2:85][CH2:86][CH2:87][CH2:88][CH2:89][CH3:90])[CH:66]=3)=[N:62][N:63]=2)=[CH:55][CH:54]=1)([CH3:52])([CH3:51])[CH3:50], predict the reaction product. The product is: [C:49]([C:53]1[CH:58]=[CH:57][C:56]([C:59]2[N:60]([CH3:91])[C:61]([S:64][C:65]3[CH:82]=[CH:81][C:68]([CH2:69][NH:70][C:71]4[CH:76]=[CH:75][C:74]([CH2:77][C:78]([NH2:1])=[O:79])=[CH:73][CH:72]=4)=[C:67]([O:83][CH2:84][CH2:85][CH2:86][CH2:87][CH2:88][CH2:89][CH3:90])[CH:66]=3)=[N:62][N:63]=2)=[CH:55][CH:54]=1)([CH3:51])([CH3:50])[CH3:52]. (7) Given the reactants [CH2:1]([N:12]([CH2:17][C:18]([O-:20])=[O:19])[CH2:13][C:14]([O-:16])=[O:15])[CH2:2][N:3]([CH2:8][C:9]([O-:11])=[O:10])[CH2:4][C:5]([O-:7])=[O:6].[Na+].[Na+].[Na+].[Na+].[OH-].[Na+], predict the reaction product. The product is: [CH2:2]([N:3]([CH2:8][C:9]([OH:11])=[O:10])[CH2:4][C:5]([OH:7])=[O:6])[CH2:1][N:12]([CH2:17][C:18]([OH:20])=[O:19])[CH2:13][C:14]([OH:16])=[O:15]. (8) Given the reactants [Cl:1][C:2]1[N:3]=[N:4][C:5]([NH:8][NH2:9])=[CH:6][CH:7]=1.[F:10][CH:11]([F:15])[C:12](O)=O, predict the reaction product. The product is: [Cl:1][C:2]1[CH:7]=[CH:6][C:5]2[N:4]([C:12]([CH:11]([F:15])[F:10])=[N:9][N:8]=2)[N:3]=1.